Task: Predict the product of the given reaction.. Dataset: Forward reaction prediction with 1.9M reactions from USPTO patents (1976-2016) (1) The product is: [C:41]([N:1]1[CH2:2][CH:3]([NH:5][C:6]([NH:8][C:9]2[CH:14]=[CH:13][C:12]([O:15][C:16]3[CH:21]=[CH:20][N:19]=[C:18]4[CH:22]=[C:23]([C:25]5[CH:30]=[CH:29][C:28]([CH:31]=[O:32])=[CH:27][N:26]=5)[S:24][C:17]=34)=[C:11]([F:33])[CH:10]=2)=[O:7])[CH2:4]1)(=[O:42])[CH3:40]. Given the reactants [NH:1]1[CH2:4][CH:3]([NH:5][C:6]([NH:8][C:9]2[CH:14]=[CH:13][C:12]([O:15][C:16]3[CH:21]=[CH:20][N:19]=[C:18]4[CH:22]=[C:23]([C:25]5[CH:30]=[CH:29][C:28]([CH:31]=[O:32])=[CH:27][N:26]=5)[S:24][C:17]=34)=[C:11]([F:33])[CH:10]=2)=[O:7])[CH2:2]1.N1C=CC=CC=1.[CH3:40][C:41](OC(C)=O)=[O:42], predict the reaction product. (2) Given the reactants [C:1]([C:3]1[CH:8]=[CH:7][CH:6]=[CH:5][C:4]=1[C:9]1[C:10](=[O:21])[NH:11][CH:12]=[C:13]([C:15]2[CH:20]=[CH:19][CH:18]=[CH:17][N:16]=2)[CH:14]=1)#[N:2].[C:22]1(B(O)O)[CH:27]=[CH:26][CH:25]=[CH:24][CH:23]=1.C(N(CC)CC)C.N, predict the reaction product. The product is: [C:1]([C:3]1[CH:8]=[CH:7][CH:6]=[CH:5][C:4]=1[C:9]1[C:10](=[O:21])[N:11]([C:22]2[CH:27]=[CH:26][CH:25]=[CH:24][CH:23]=2)[CH:12]=[C:13]([C:15]2[CH:20]=[CH:19][CH:18]=[CH:17][N:16]=2)[CH:14]=1)#[N:2]. (3) Given the reactants [CH2:1]([O:8][C:9]1[CH:14]=[CH:13][C:12]([C:15]2[O:19][C:18]([CH2:20][NH:21]C(=O)OCC3C=CC=CC=3)=[N:17][N:16]=2)=[CH:11][CH:10]=1)[C:2]1[CH:7]=[CH:6][CH:5]=[CH:4][CH:3]=1.C(OCC)C, predict the reaction product. The product is: [CH2:1]([O:8][C:9]1[CH:14]=[CH:13][C:12]([C:15]2[O:19][C:18]([CH2:20][NH2:21])=[N:17][N:16]=2)=[CH:11][CH:10]=1)[C:2]1[CH:3]=[CH:4][CH:5]=[CH:6][CH:7]=1. (4) The product is: [CH3:56][C:49]1([C:53](=[O:54])[NH:6][C:7]2[CH:12]=[CH:11][C:10]([C:13]3[CH:18]=[CH:17][N:16]=[C:15]([NH:19][C:20]4[CH:21]=[CH:22][C:23]([N:26]5[CH2:27][CH2:28][O:29][CH2:30][CH2:31]5)=[CH:24][CH:25]=4)[N:14]=3)=[CH:9][CH:8]=2)[CH2:50][CH2:51][CH2:52][N:48]1[C:46]([O:45][C:41]([CH3:43])([CH3:42])[CH3:44])=[O:47]. Given the reactants Cl.Cl.Cl.Cl.Cl.[NH2:6][C:7]1[CH:12]=[CH:11][C:10]([C:13]2[CH:18]=[CH:17][N:16]=[C:15]([NH:19][C:20]3[CH:25]=[CH:24][C:23]([N:26]4[CH2:31][CH2:30][O:29][CH2:28][CH2:27]4)=[CH:22][CH:21]=3)[N:14]=2)=[CH:9][CH:8]=1.C(N(C(C)C)CC)(C)C.[C:41]([O:45][C:46]([N:48]1[CH2:52][CH2:51][CH2:50][C:49]1([CH3:56])[C:53](O)=[O:54])=[O:47])([CH3:44])([CH3:43])[CH3:42].F[P-](F)(F)(F)(F)F.N1(OC(N(C)C)=[N+](C)C)C2N=CC=CC=2N=N1, predict the reaction product. (5) The product is: [N:14]1([C:12]([C:9]2[CH:8]=[C:7]([CH:4]3[CH2:3][CH2:2][O:1][CH2:6][CH2:5]3)[S:11][N:10]=2)=[O:13])[C@@H:23]2[C@@H:18]([CH2:19][CH2:20][CH2:21][CH2:22]2)[CH2:17][CH2:16][CH2:15]1. Given the reactants [O:1]1[CH2:6][CH:5]=[C:4]([C:7]2[S:11][N:10]=[C:9]([C:12]([N:14]3[C@@H:23]4[C@@H:18]([CH2:19][CH2:20][CH2:21][CH2:22]4)[CH2:17][CH2:16][CH2:15]3)=[O:13])[CH:8]=2)[CH2:3][CH2:2]1, predict the reaction product.